Dataset: Peptide-MHC class I binding affinity with 185,985 pairs from IEDB/IMGT. Task: Regression. Given a peptide amino acid sequence and an MHC pseudo amino acid sequence, predict their binding affinity value. This is MHC class I binding data. The peptide sequence is FRRVAHSSL. The MHC is HLA-A03:01 with pseudo-sequence HLA-A03:01. The binding affinity (normalized) is 0.0847.